Predict the reactants needed to synthesize the given product. From a dataset of Full USPTO retrosynthesis dataset with 1.9M reactions from patents (1976-2016). Given the product [CH3:1][N:2]([S:17]([C:20]1[CH:25]=[CH:24][CH:23]=[CH:22][C:21]=1[C:26]([F:29])([F:27])[F:28])(=[O:18])=[O:19])[C:3]1[CH:4]=[CH:5][CH:6]=[C:7]2[C:11]=1[NH:10][C:9]([C:12]([OH:14])=[O:13])=[CH:8]2, predict the reactants needed to synthesize it. The reactants are: [CH3:1][N:2]([S:17]([C:20]1[CH:25]=[CH:24][CH:23]=[CH:22][C:21]=1[C:26]([F:29])([F:28])[F:27])(=[O:19])=[O:18])[C:3]1[CH:4]=[CH:5][CH:6]=[C:7]2[C:11]=1[NH:10][C:9]([C:12]([O:14]CC)=[O:13])=[CH:8]2.[OH-].[K+].C(O)(=O)CC(CC(O)=O)(C(O)=O)O.